This data is from Forward reaction prediction with 1.9M reactions from USPTO patents (1976-2016). The task is: Predict the product of the given reaction. (1) Given the reactants CS(O[CH2:6][CH2:7][N:8]1[C:16]2[CH2:15][CH2:14][C:13]3[C:17]4[C:23]([NH:24][C:25]5[CH:26]=[C:27]6[C:31](=[CH:32][CH:33]=5)[N:30]([CH2:34][C:35]5[CH:40]=[CH:39][CH:38]=[C:37]([F:41])[CH:36]=5)[N:29]=[CH:28]6)=[N:22][CH:21]=[N:20][C:18]=4[S:19][C:12]=3[C:11]=2[CH:10]=[N:9]1)(=O)=O.[NH:42]1[CH:46]=[CH:45][N:44]=[CH:43]1.C(N(C(C)C)CC)(C)C, predict the reaction product. The product is: [F:41][C:37]1[CH:36]=[C:35]([CH:40]=[CH:39][CH:38]=1)[CH2:34][N:30]1[C:31]2[C:27](=[CH:26][C:25]([NH:24][C:23]3[N:22]=[CH:21][N:20]=[C:18]4[S:19][C:12]5[C:11]6[CH:10]=[N:9][N:8]([CH2:7][CH2:6][N:42]7[CH:46]=[CH:45][N:44]=[CH:43]7)[C:16]=6[CH2:15][CH2:14][C:13]=5[C:17]=34)=[CH:33][CH:32]=2)[CH:28]=[N:29]1. (2) Given the reactants [Cl:1][C:2]1[CH:3]=[C:4]2[C:9](=[CH:10][C:11]=1[O:12][C:13]1[CH:18]=[CH:17][C:16](Br)=[CH:15][C:14]=1[Cl:20])[O:8][CH:7]([C:21]([F:24])([F:23])[F:22])[C:6]([C:25]([O:27][CH2:28][CH3:29])=[O:26])=[CH:5]2.C(=O)([O-])[O-].[K+].[K+].CN(C=O)C.[CH2:41](B(CC)CC)[CH3:42], predict the reaction product. The product is: [Cl:1][C:2]1[CH:3]=[C:4]2[C:9](=[CH:10][C:11]=1[O:12][C:13]1[CH:18]=[CH:17][C:16]([CH2:41][CH3:42])=[CH:15][C:14]=1[Cl:20])[O:8][CH:7]([C:21]([F:24])([F:23])[F:22])[C:6]([C:25]([O:27][CH2:28][CH3:29])=[O:26])=[CH:5]2. (3) Given the reactants Br[CH2:2][C:3]([C:5]1[C:9]([CH3:10])=[C:8]([C:11]2[CH:16]=[CH:15][C:14]([Cl:17])=[CH:13][CH:12]=2)[N:7]([C:18]2[CH:23]=[CH:22][C:21]([Cl:24])=[CH:20][C:19]=2[Cl:25])[N:6]=1)=O.[CH:26]1([C:32]([NH2:34])=[NH:33])[CH2:31][CH2:30][CH2:29][CH2:28][CH2:27]1.C([O-])([O-])=O.[K+].[K+], predict the reaction product. The product is: [Cl:17][C:14]1[CH:15]=[CH:16][C:11]([C:8]2[N:7]([C:18]3[CH:23]=[CH:22][C:21]([Cl:24])=[CH:20][C:19]=3[Cl:25])[N:6]=[C:5]([C:3]3[NH:33][C:32]([CH:26]4[CH2:31][CH2:30][CH2:29][CH2:28][CH2:27]4)=[N:34][CH:2]=3)[C:9]=2[CH3:10])=[CH:12][CH:13]=1. (4) The product is: [ClH:1].[ClH:1].[CH3:3][O:4][C:5]1[C:6]([O:25][CH3:26])=[CH:7][C:8]2[CH2:9][CH:10]3[CH2:24][N:23]([CH2:33][C:34]4[CH:39]=[CH:38][CH:37]=[CH:36][CH:35]=4)[CH2:22][CH2:21][N:11]3[CH:12]([C:15]3[CH:20]=[CH:19][CH:18]=[CH:17][CH:16]=3)[C:13]=2[CH:14]=1. Given the reactants [ClH:1].Cl.[CH3:3][O:4][C:5]1[C:6]([O:25][CH3:26])=[CH:7][C:8]2[CH2:9][CH:10]3[CH2:24][NH:23][CH2:22][CH2:21][N:11]3[CH:12]([C:15]3[CH:20]=[CH:19][CH:18]=[CH:17][CH:16]=3)[C:13]=2[CH:14]=1.C(=O)([O-])[O-].[K+].[K+].[CH2:33](Br)[C:34]1[CH:39]=[CH:38][CH:37]=[CH:36][CH:35]=1, predict the reaction product. (5) The product is: [Cl:1][C:2]1[CH:3]=[C:4]([N:9]2[C:13](=[O:14])[C:12](=[CH:21][C:17]3[O:16][CH:20]=[CH:19][CH:18]=3)[C:11](=[O:15])[NH:10]2)[CH:5]=[CH:6][C:7]=1[CH3:8]. Given the reactants [Cl:1][C:2]1[CH:3]=[C:4]([N:9]2[C:13](=[O:14])[CH2:12][C:11](=[O:15])[NH:10]2)[CH:5]=[CH:6][C:7]=1[CH3:8].[O:16]1[CH:20]=[CH:19][CH:18]=[C:17]1[CH:21]=O, predict the reaction product. (6) Given the reactants C[O:2][C:3](=[O:43])[CH2:4][C:5]1[C:6]([CH2:11][CH2:12][C:13]2[C:18]([C:19]([F:22])([F:21])[F:20])=[CH:17][N:16]=[C:15]([NH:23][C:24]3[CH:29]=[CH:28][C:27]([CH:30]4[CH2:35][CH2:34][CH2:33][N:32]([C:36]([O:38][C:39]([CH3:42])([CH3:41])[CH3:40])=[O:37])[CH2:31]4)=[CH:26][CH:25]=3)[N:14]=2)=[N:7][CH:8]=[CH:9][CH:10]=1.O.[OH-].[Li+], predict the reaction product. The product is: [C:39]([O:38][C:36]([N:32]1[CH2:33][CH2:34][CH2:35][CH:30]([C:27]2[CH:28]=[CH:29][C:24]([NH:23][C:15]3[N:14]=[C:13]([CH2:12][CH2:11][C:6]4[C:5]([CH2:4][C:3]([OH:43])=[O:2])=[CH:10][CH:9]=[CH:8][N:7]=4)[C:18]([C:19]([F:20])([F:21])[F:22])=[CH:17][N:16]=3)=[CH:25][CH:26]=2)[CH2:31]1)=[O:37])([CH3:42])([CH3:40])[CH3:41]. (7) Given the reactants C([O:3][C:4]([C:6]1[O:14][C:13]2[C:12]([F:15])=[CH:11][N:10]=[CH:9][C:8]=2[C:7]=1[NH:16][C:17]1[CH:22]=[CH:21][C:20]([I:23])=[CH:19][C:18]=1[F:24])=[O:5])C.[OH-].[Na+], predict the reaction product. The product is: [F:15][C:12]1[C:13]2[O:14][C:6]([C:4]([OH:5])=[O:3])=[C:7]([NH:16][C:17]3[CH:22]=[CH:21][C:20]([I:23])=[CH:19][C:18]=3[F:24])[C:8]=2[CH:9]=[N:10][CH:11]=1.